Predict the reaction yield, written as a fraction of the theoretical maximum amount of product (1.0 means a 100% yield; for example, 0.34 means a 34% yield). From a dataset of Reaction yield outcomes from USPTO patents with 853,638 reactions. The reactants are [C:1]([C:3]1[CH:4]=[C:5]([CH:10]=[CH:11][C:12]=1[OH:13])[C:6]([O:8][CH3:9])=[O:7])#[N:2].ClN1C(=O)[CH2:18][CH2:17][C:16]1=O. The yield is 0.290. The product is [C:1]([C:3]1[CH:4]=[C:5]([CH:10]=[CH:11][C:12]=1[O:13][CH:17]([CH3:18])[CH3:16])[C:6]([O:8][CH3:9])=[O:7])#[N:2]. The catalyst is C(#N)C.